Dataset: Forward reaction prediction with 1.9M reactions from USPTO patents (1976-2016). Task: Predict the product of the given reaction. Given the reactants [N:1]1[CH:6]=[CH:5][CH:4]=[C:3]([NH:7][C:8](=[O:15])OCC(Cl)(Cl)Cl)[CH:2]=1.[F:16][C:17]1[CH:22]=[CH:21][C:20]([C:23]2[CH:28]=[C:27]([N:29]3[CH2:34][CH2:33][NH:32][CH2:31][CH2:30]3)[N:26]=[CH:25][N:24]=2)=[CH:19][CH:18]=1, predict the reaction product. The product is: [F:16][C:17]1[CH:22]=[CH:21][C:20]([C:23]2[N:24]=[CH:25][N:26]=[C:27]([N:29]3[CH2:30][CH2:31][N:32]([C:8]([NH:7][C:3]4[CH:2]=[N:1][CH:6]=[CH:5][CH:4]=4)=[O:15])[CH2:33][CH2:34]3)[CH:28]=2)=[CH:19][CH:18]=1.